This data is from Forward reaction prediction with 1.9M reactions from USPTO patents (1976-2016). The task is: Predict the product of the given reaction. (1) Given the reactants C(N(CC)CC)C.[CH3:8][S:9](Cl)(=[O:11])=[O:10].[C:13]([O:17][C:18](=[O:34])[N:19]([CH2:23][C:24]1[CH:25]=[C:26]([F:33])[CH:27]=[C:28]2[C:32]=1[NH:31][CH:30]=[CH:29]2)[CH2:20][CH2:21][OH:22])([CH3:16])([CH3:15])[CH3:14], predict the reaction product. The product is: [C:13]([O:17][C:18]([N:19]([CH2:23][C:24]1[CH:25]=[C:26]([F:33])[CH:27]=[C:28]2[C:32]=1[NH:31][CH:30]=[CH:29]2)[CH2:20][CH2:21][O:22][S:9]([CH3:8])(=[O:11])=[O:10])=[O:34])([CH3:16])([CH3:14])[CH3:15]. (2) Given the reactants [CH3:1][N:2]1[CH:6]=[C:5]([N:7]2[CH:12]=[CH:11][C:10](=[O:13])[C:9]([CH2:14][C:15]3[CH:16]=[C:17]([C:21]4[N:26]=[CH:25][C:24](OCC(O)=O)=[CH:23][N:22]=4)[CH:18]=[CH:19][CH:20]=3)=[N:8]2)[CH:4]=[N:3]1.CC1(C)C(C)(C)OB([C:40]2[CH:45]=[CH:44][N:43]=[CH:42][CH:41]=2)O1.[F-].[K+].CC(OC1C=CC=C(OC(C)C)C=1C1C(P(C2CCCCC2)C2CCCCC2)=CC=CC=1)C, predict the reaction product. The product is: [CH3:1][N:2]1[CH:6]=[C:5]([N:7]2[CH:12]=[CH:11][C:10](=[O:13])[C:9]([CH2:14][C:15]3[CH:20]=[CH:19][CH:18]=[C:17]([C:21]4[N:22]=[CH:23][C:24]([C:40]5[CH:45]=[CH:44][N:43]=[CH:42][CH:41]=5)=[CH:25][N:26]=4)[CH:16]=3)=[N:8]2)[CH:4]=[N:3]1.